Dataset: M1 muscarinic receptor agonist screen with 61,833 compounds. Task: Binary Classification. Given a drug SMILES string, predict its activity (active/inactive) in a high-throughput screening assay against a specified biological target. (1) The drug is O=C(NC12CC3CC(C2)CC(C1)C3)N1CC2CC(n3c(C2)cccc3=O)C1. The result is 0 (inactive). (2) The compound is S(CCC(NC(=O)Nc1cc(c(cc1)C)C)C(OC)=O)C. The result is 0 (inactive). (3) The drug is Fc1ccc(NC(=O)CC2N(CCC(C)C)CCNC2=O)cc1. The result is 0 (inactive).